The task is: Predict the product of the given reaction.. This data is from Forward reaction prediction with 1.9M reactions from USPTO patents (1976-2016). (1) The product is: [CH3:30][O:29][C:26]1[N:27]=[N:28][C:23]([C:19]2[CH:20]=[C:21]([CH3:22])[C:16]([OH:15])=[C:17]([CH3:35])[CH:18]=2)=[CH:24][C:25]=1[C:31]1[NH:4][C:3]2[C:2]([C:32]=1[CH3:33])=[CH:8][CH:7]=[CH:6][CH:5]=2. Given the reactants Cl[C:2]1[CH:8]=[CH:7][CH:6]=[CH:5][C:3]=1[NH2:4].S([O-])([O-])(=O)=O.[Mg+2].[OH:15][C:16]1[C:21]([CH3:22])=[CH:20][C:19]([C:23]2[N:28]=[N:27][C:26]([O:29][CH3:30])=[C:25]([C:31](=O)[CH2:32][CH3:33])[CH:24]=2)=[CH:18][C:17]=1[CH3:35].C(O)(=O)C, predict the reaction product. (2) Given the reactants Br[CH2:2][CH2:3][C:4]1[C:12]2[C:7](=[CH:8][CH:9]=[CH:10][CH:11]=2)[NH:6][CH:5]=1.[CH3:13][NH:14][CH3:15].C(=O)(O)[O-].[Na+].CO, predict the reaction product. The product is: [NH:6]1[C:7]2[C:12](=[CH:11][CH:10]=[CH:9][CH:8]=2)[C:4]([CH2:3][CH2:2][N:14]([CH3:15])[CH3:13])=[CH:5]1. (3) Given the reactants [OH:1][C:2]1[CH:9]=[CH:8][CH:7]=[C:6]([N+:10]([O-:12])=[O:11])[C:3]=1[C:4]#[N:5].C([O-])([O-])=O.[Cs+].[Cs+].[CH2:19](Br)[C:20]1[CH:25]=[CH:24][CH:23]=[CH:22][CH:21]=1, predict the reaction product. The product is: [N+:10]([C:6]1[CH:7]=[CH:8][CH:9]=[C:2]([O:1][CH2:19][C:20]2[CH:25]=[CH:24][CH:23]=[CH:22][CH:21]=2)[C:3]=1[C:4]#[N:5])([O-:12])=[O:11]. (4) Given the reactants F[B-](F)(F)F.[C:6]1(=[O:20])[N:10](OC(N(C)C)=[N+](C)C)[C:9](=[O:19])[CH2:8][CH2:7]1.[CH2:21]([O:24][C:25]1[CH:33]=[CH:32][CH:31]=[CH:30][C:26]=1[C:27]([OH:29])=[O:28])[C:22]#[CH:23].C(N(C(C)C)C(C)C)C, predict the reaction product. The product is: [O:19]=[C:9]1[CH2:8][CH2:7][C:6](=[O:20])[N:10]1[O:28][C:27](=[O:29])[C:26]1[CH:30]=[CH:31][CH:32]=[CH:33][C:25]=1[O:24][CH2:21][C:22]#[CH:23]. (5) The product is: [CH3:24][C:25]1[CH:32]=[CH:31][CH:30]=[CH:29][C:26]=1[CH2:27][NH:1][C:2]1[CH:3]=[C:4]([C:8]2[N:13]3[N:14]=[CH:15][C:16]([C:17]([C:19]4[S:20][CH:21]=[CH:22][CH:23]=4)=[O:18])=[C:12]3[N:11]=[CH:10][CH:9]=2)[CH:5]=[CH:6][CH:7]=1. Given the reactants [NH2:1][C:2]1[CH:3]=[C:4]([C:8]2[N:13]3[N:14]=[CH:15][C:16]([C:17]([C:19]4[S:20][CH:21]=[CH:22][CH:23]=4)=[O:18])=[C:12]3[N:11]=[CH:10][CH:9]=2)[CH:5]=[CH:6][CH:7]=1.[CH3:24][C:25]1[CH:32]=[CH:31][CH:30]=[CH:29][C:26]=1[CH:27]=O, predict the reaction product.